This data is from Forward reaction prediction with 1.9M reactions from USPTO patents (1976-2016). The task is: Predict the product of the given reaction. (1) Given the reactants [C:1]([O:5][C:6]([NH:8][C@@H:9]([CH2:19][CH2:20][S:21][CH3:22])[CH2:10][NH:11][C:12]1[CH:17]=[CH:16][CH:15]=[C:14]([Cl:18])[CH:13]=1)=[O:7])([CH3:4])([CH3:3])[CH3:2].C(=O)(O)[O-].[Na+].Cl[CH2:29][C:30](Cl)=[O:31].C(=O)([O-])[O-].[Cs+].[Cs+], predict the reaction product. The product is: [C:1]([O:5][C:6]([N:8]1[C@@H:9]([CH2:19][CH2:20][S:21][CH3:22])[CH2:10][N:11]([C:12]2[CH:17]=[CH:16][CH:15]=[C:14]([Cl:18])[CH:13]=2)[C:30](=[O:31])[CH2:29]1)=[O:7])([CH3:4])([CH3:3])[CH3:2]. (2) Given the reactants [H-].[Na+].[Cl:3][C:4]1[CH:9]=[CH:8][N:7]=[C:6]2[NH:10][CH:11]=[C:12]([CH2:13][CH3:14])[C:5]=12.Cl[CH2:16][O:17][CH2:18][CH2:19][Si:20]([CH3:23])([CH3:22])[CH3:21], predict the reaction product. The product is: [Cl:3][C:4]1[CH:9]=[CH:8][N:7]=[C:6]2[N:10]([CH2:16][O:17][CH2:18][CH2:19][Si:20]([CH3:23])([CH3:22])[CH3:21])[CH:11]=[C:12]([CH2:13][CH3:14])[C:5]=12. (3) Given the reactants Cl([O-])=O.[Na+].P([O-])(O)(O)=[O:6].[Na+].CC(=CC)C.[C:16]([Si:20]([CH3:35])([CH3:34])[O:21][CH2:22][CH:23]([CH3:33])[O:24][C:25]1[CH:32]=[CH:31][CH:30]=[CH:29][C:26]=1[CH:27]=[O:28])([CH3:19])([CH3:18])[CH3:17], predict the reaction product. The product is: [C:16]([Si:20]([CH3:35])([CH3:34])[O:21][CH2:22][CH:23]([CH3:33])[O:24][C:25]1[CH:32]=[CH:31][CH:30]=[CH:29][C:26]=1[C:27]([OH:6])=[O:28])([CH3:18])([CH3:19])[CH3:17].